This data is from Full USPTO retrosynthesis dataset with 1.9M reactions from patents (1976-2016). The task is: Predict the reactants needed to synthesize the given product. (1) Given the product [CH:34]1([CH2:37][CH2:38][O:39][C:6]2[N:14]=[C:13]3[C:9]([N:10]=[C:11]([O:24][CH3:25])[N:12]3[CH2:15][CH2:16][CH2:17][CH:18]3[CH2:19][CH2:20][O:21][CH2:22][CH2:23]3)=[C:8]([NH2:26])[N:7]=2)[CH2:36][CH2:35]1, predict the reactants needed to synthesize it. The reactants are: C(N[C:6]1[N:14]=[C:13]2[C:9]([N:10]=[C:11]([O:24][CH3:25])[N:12]2[CH2:15][CH2:16][CH2:17][CH:18]2[CH2:23][CH2:22][O:21][CH2:20][CH2:19]2)=[C:8]([NH2:26])[N:7]=1)CCC.FC(F)(F)C(O)=O.[CH:34]1([CH2:37][CH2:38][O:39]C2NC(N)=C3C(N=2)=NC(OC)=N3)[CH2:36][CH2:35]1.BrCCCC1CCOCC1. (2) Given the product [O:28]1[C:32]2([CH2:33][CH2:34][CH:35]([N:38]3[C:17](=[O:18])[C:16]([CH2:15][C:12]4[CH:13]=[CH:14][C:9]([C:4]5[C:3]([C:1]#[N:2])=[CH:8][CH:7]=[CH:6][CH:5]=5)=[CH:10][C:11]=4[F:27])=[C:22]([CH2:23][CH2:24][CH3:25])[N:40]4[N:41]=[C:42]([CH3:44])[N:43]=[C:39]34)[CH2:36][CH2:37]2)[O:31][CH2:30][CH2:29]1, predict the reactants needed to synthesize it. The reactants are: [C:1]([C:3]1[CH:8]=[CH:7][CH:6]=[CH:5][C:4]=1[C:9]1[CH:14]=[CH:13][C:12]([CH2:15][CH:16]([C:22](=O)[CH2:23][CH2:24][CH3:25])[C:17](OCC)=[O:18])=[C:11]([F:27])[CH:10]=1)#[N:2].[O:28]1[C:32]2([CH2:37][CH2:36][CH:35]([NH:38][C:39]3[NH:43][C:42]([CH3:44])=[N:41][N:40]=3)[CH2:34][CH2:33]2)[O:31][CH2:30][CH2:29]1. (3) Given the product [CH3:12][C:13]1[CH:18]=[C:17]([C:2]2[S:6][C:5]([CH2:7][S:8]([NH2:11])(=[O:10])=[O:9])=[N:4][CH:3]=2)[CH:16]=[C:15]([NH:28][C:29]2[N:34]=[C:33]([C:35]([F:38])([F:36])[F:37])[CH:32]=[CH:31][N:30]=2)[CH:14]=1, predict the reactants needed to synthesize it. The reactants are: Br[C:2]1[S:6][C:5]([CH2:7][S:8]([NH2:11])(=[O:10])=[O:9])=[N:4][CH:3]=1.[CH3:12][C:13]1[CH:14]=[C:15]([NH:28][C:29]2[N:34]=[C:33]([C:35]([F:38])([F:37])[F:36])[CH:32]=[CH:31][N:30]=2)[CH:16]=[C:17](B2OC(C)(C)C(C)(C)O2)[CH:18]=1.C(Cl)Cl.C([O-])([O-])=O.[Na+].[Na+]. (4) Given the product [Cl:1][C:2]1[CH:10]=[CH:9][C:8]([C:11]2[N:12]([C:22]([O:24][C:25]([CH3:27])([CH3:26])[CH3:28])=[O:23])[C:13]3[C:18]([CH:19]=2)=[CH:17][C:16]([CH2:20][NH:30][CH2:31][CH2:32][CH2:33][OH:34])=[CH:15][CH:14]=3)=[C:7]2[C:3]=1[CH2:4][NH:5][C:6]2=[O:29], predict the reactants needed to synthesize it. The reactants are: [Cl:1][C:2]1[CH:10]=[CH:9][C:8]([C:11]2[N:12]([C:22]([O:24][C:25]([CH3:28])([CH3:27])[CH3:26])=[O:23])[C:13]3[C:18]([CH:19]=2)=[CH:17][C:16]([CH:20]=O)=[CH:15][CH:14]=3)=[C:7]2[C:3]=1[CH2:4][NH:5][C:6]2=[O:29].[NH2:30][CH2:31][CH2:32][CH2:33][OH:34].C(O[BH-](OC(=O)C)OC(=O)C)(=O)C.[Na+]. (5) The reactants are: C1(P(C2C=CC=CC=2)C2C=CC=CC=2)C=CC=CC=1.[Br:20]Br.[F:22][C:23]1[CH:28]=[CH:27][C:26]([CH2:29]O)=[CH:25][C:24]=1[S:31]([CH3:34])(=[O:33])=[O:32].C(=O)([O-])O.[Na+]. Given the product [Br:20][CH2:29][C:26]1[CH:27]=[CH:28][C:23]([F:22])=[C:24]([S:31]([CH3:34])(=[O:33])=[O:32])[CH:25]=1, predict the reactants needed to synthesize it. (6) Given the product [N:17]12[CH2:22][CH2:21][CH:20]([CH2:19][CH2:18]1)[CH:15]([O:14][C:11]1[CH:12]=[CH:13][C:8]([C:5]3[CH:6]=[CH:7][C:2]([NH:23][C:24]4[CH:29]=[CH:28][CH:27]=[CH:26][CH:25]=4)=[CH:3][CH:4]=3)=[CH:9][CH:10]=1)[CH2:16]2, predict the reactants needed to synthesize it. The reactants are: I[C:2]1[CH:7]=[CH:6][C:5]([C:8]2[CH:13]=[CH:12][C:11]([O:14][CH:15]3[CH:20]4[CH2:21][CH2:22][N:17]([CH2:18][CH2:19]4)[CH2:16]3)=[CH:10][CH:9]=2)=[CH:4][CH:3]=1.[NH2:23][C:24]1[CH:29]=[CH:28][CH:27]=[CH:26][CH:25]=1. (7) Given the product [ClH:1].[CH3:31][S:28]([C:25]1[N:26]=[CH:27][C:22]([N:18]2[CH2:17][CH2:16][C:13]3([CH2:12][NH:11][CH2:15][CH2:14]3)[CH2:20][CH2:19]2)=[N:23][CH:24]=1)(=[O:30])=[O:29], predict the reactants needed to synthesize it. The reactants are: [ClH:1].CS(C1SC([N:11]2[CH2:15][CH2:14][C:13]3([CH2:20][CH2:19][NH:18][CH2:17][CH2:16]3)[CH2:12]2)=NN=1)(=O)=O.Br[C:22]1[CH:27]=[N:26][C:25]([S:28]([CH3:31])(=[O:30])=[O:29])=[CH:24][N:23]=1.C1C2(CCNCC2)CCN1C(OC(C)(C)C)=O.